Dataset: Full USPTO retrosynthesis dataset with 1.9M reactions from patents (1976-2016). Task: Predict the reactants needed to synthesize the given product. (1) The reactants are: [NH2:1][C:2]1[CH:3]=[N:4][O:5][CH:6]=1.N1C=CC=CC=1.Cl[C:14]([O:16][C:17]1[CH:22]=[CH:21][CH:20]=[CH:19][CH:18]=1)=[O:15]. Given the product [O:5]1[CH:6]=[C:2]([NH:1][C:14](=[O:15])[O:16][C:17]2[CH:22]=[CH:21][CH:20]=[CH:19][CH:18]=2)[CH:3]=[N:4]1, predict the reactants needed to synthesize it. (2) The reactants are: [NH:1]1[N:8]=[CH:7][C:5](=[O:6])[NH:4][C:2]1=[O:3].[C:9](OC(=O)C)(=[O:11])[CH3:10]. Given the product [C:9]([N:1]1[C:2](=[O:3])[NH:4][C:5](=[O:6])[CH:7]=[N:8]1)(=[O:11])[CH3:10], predict the reactants needed to synthesize it. (3) Given the product [CH2:17]([O:24][C:25]([C@@H:26]1[CH2:30][CH2:29][CH2:28][N:27]1[C:7](=[O:9])[C@H:6]([NH:5][C:3]([O:2][CH3:1])=[O:4])[C:10]1[CH:15]=[CH:14][CH:13]=[CH:12][CH:11]=1)=[O:31])[C:18]1[CH:19]=[CH:20][CH:21]=[CH:22][CH:23]=1.[CH2:17]([O:24][C:25]([C@@H:26]1[CH2:30][CH2:29][CH2:28][N:27]1[C:7](=[O:8])[C@@H:6]([NH:5][C:3]([O:2][CH3:1])=[O:4])[C:10]1[CH:15]=[CH:14][CH:13]=[CH:12][CH:11]=1)=[O:31])[C:18]1[CH:19]=[CH:20][CH:21]=[CH:22][CH:23]=1, predict the reactants needed to synthesize it. The reactants are: [CH3:1][O:2][C:3]([NH:5][C@H:6]([C:10]1[CH:15]=[CH:14][CH:13]=[CH:12][CH:11]=1)[C:7]([OH:9])=[O:8])=[O:4].Cl.[CH2:17]([O:24][C:25](=[O:31])[C@@H:26]1[CH2:30][CH2:29][CH2:28][NH:27]1)[C:18]1[CH:23]=[CH:22][CH:21]=[CH:20][CH:19]=1.